This data is from Forward reaction prediction with 1.9M reactions from USPTO patents (1976-2016). The task is: Predict the product of the given reaction. (1) Given the reactants [CH:1]1[CH:6]=[CH:5][CH:4]=[CH:3][CH:2]=1.S(=O)(=O)(O)O.[CH3:12][CH:13]1[CH2:18][CH2:17][CH2:16][CH2:15][CH:14]1O, predict the reaction product. The product is: [C:1]1([C:13]2([CH3:12])[CH2:18][CH2:17][CH2:16][CH2:15][CH2:14]2)[CH:6]=[CH:5][CH:4]=[CH:3][CH:2]=1. (2) Given the reactants Br.[CH3:2][O:3][C:4]1[CH:5]=[C:6]2[C:15](=[CH:16][CH:17]=1)[C:10]1[N:11]=[C:12]([NH2:14])[S:13][C:9]=1[CH2:8][CH2:7]2.[Br:18][C:19]1[CH:23]=[C:22]([Cl:24])[S:21][C:20]=1[S:25](Cl)(=[O:27])=[O:26], predict the reaction product. The product is: [Br:18][C:19]1[CH:23]=[C:22]([Cl:24])[S:21][C:20]=1[S:25]([NH:14][C:12]1[S:13][C:9]2[CH2:8][CH2:7][C:6]3[C:15](=[CH:16][CH:17]=[C:4]([O:3][CH3:2])[CH:5]=3)[C:10]=2[N:11]=1)(=[O:27])=[O:26]. (3) Given the reactants [CH2:1]=[CH:2][C:3](=[CH2:5])[CH3:4].[CH2:6]=[CH:7][C:8]1[CH:13]=[CH:12][CH:11]=[CH:10][CH:9]=1, predict the reaction product. The product is: [CH2:1]=[CH:2][C:3](=[CH2:4])[CH3:5].[CH2:6]=[CH:7][CH:8]=[CH2:9].[CH2:6]=[CH:7][C:8]1[CH:13]=[CH:12][CH:11]=[CH:10][CH:9]=1.[CH2:1]=[CH:2][C:3](=[CH2:4])[CH3:5].[CH2:1]=[CH:2][C:3]1[CH:4]=[CH:8][CH:7]=[CH:6][CH:5]=1. (4) Given the reactants [C:1]([C:5]1[CH:10]=[C:9]([C:11]([CH3:14])([CH3:13])[CH3:12])[CH:8]=[CH:7][C:6]=1[OH:15])([CH3:4])([CH3:3])[CH3:2].C(Cl)Cl.C(N(CC)CC)C.Cl[C:27]([O:29][CH3:30])=[O:28], predict the reaction product. The product is: [C:27](=[O:28])([O:29][CH3:30])[O:15][C:6]1[CH:7]=[CH:8][C:9]([C:11]([CH3:14])([CH3:13])[CH3:12])=[CH:10][C:5]=1[C:1]([CH3:4])([CH3:3])[CH3:2]. (5) Given the reactants [N+:1]([C:4]1[CH:5]=[N:6][C:7]2[C:12]([C:13]=1[NH:14][C@@H:15]([CH3:25])[CH2:16][NH:17][C:18](=O)OC(C)(C)C)=[CH:11][CH:10]=[CH:9][CH:8]=2)([O-])=O.CO.C(Cl)Cl, predict the reaction product. The product is: [CH3:25][C@@H:15]1[N:14]2[C:13]3[C:12]4[C:7](=[CH:8][CH:9]=[CH:10][CH:11]=4)[N:6]=[CH:5][C:4]=3[N:1]=[C:18]2[NH:17][CH2:16]1. (6) Given the reactants [Cl:1][C:2]1[CH:3]=[C:4]([C:9]2[CH:14]=[C:13]([C:15]([F:18])([F:17])[F:16])[NH:12][C:11](=O)[N:10]=2)[CH:5]=[CH:6][C:7]=1[Cl:8].P(Cl)(Cl)([Cl:22])=O, predict the reaction product. The product is: [Cl:22][C:11]1[N:10]=[C:9]([C:4]2[CH:5]=[CH:6][C:7]([Cl:8])=[C:2]([Cl:1])[CH:3]=2)[CH:14]=[C:13]([C:15]([F:18])([F:17])[F:16])[N:12]=1.